From a dataset of Catalyst prediction with 721,799 reactions and 888 catalyst types from USPTO. Predict which catalyst facilitates the given reaction. (1) The catalyst class is: 25. Reactant: [CH2:1]([O:8][N:9]1[C:18]2[C:13](=[CH:14][CH:15]=[CH:16][N:17]=2)[C:12]([N:19]2[CH2:28][CH2:27][C:26]3[C:21](=[CH:22][C:23]([C:29]([OH:31])=O)=[CH:24][CH:25]=3)[CH2:20]2)=[CH:11][C:10]1=[O:32])C1C=CC=CC=1.CN(C(ON1N=N[C:43]2[CH:44]=[CH:45][CH:46]=N[C:42]1=2)=[N+](C)C)C.F[P-](F)(F)(F)(F)F.[C:57]1([CH2:63][CH2:64][NH2:65])[CH:62]=[CH:61][CH:60]=[CH:59][CH:58]=1.[CH3:66]N(C=O)C. Product: [CH2:1]([O:8][N:9]1[C:18]2[C:13](=[CH:14][CH:15]=[CH:16][N:17]=2)[C:12]([N:19]2[CH2:20][CH2:21][C:26]3[C:27](=[CH:22][C:23]([C:29]([NH:65][CH2:64][CH2:63][C:57]4[CH:62]=[CH:61][CH:60]=[CH:59][CH:58]=4)=[O:31])=[CH:24][CH:25]=3)[CH2:28]2)=[CH:11][C:10]1=[O:32])[C:42]1[CH:66]=[CH:46][CH:45]=[CH:44][CH:43]=1. (2) Reactant: [CH3:1]I.[H-].[Na+].[CH:5]12[CH2:11][CH:8]([CH2:9][CH2:10]1)[CH2:7][CH:6]2[NH:12][C:13]([C:15]1[C:19]([CH2:20][OH:21])=[C:18]([O:22][C:23]2[CH:32]=[CH:31][C:30]3[C:25](=[CH:26][CH:27]=[CH:28][CH:29]=3)[CH:24]=2)[N:17]([C:33]2[CH:38]=[CH:37][CH:36]=[CH:35][C:34]=2[Cl:39])[N:16]=1)=[O:14]. Product: [CH:5]12[CH2:11][CH:8]([CH2:9][CH2:10]1)[CH2:7][CH:6]2[NH:12][C:13]([C:15]1[C:19]([CH2:20][O:21][CH3:1])=[C:18]([O:22][C:23]2[CH:32]=[CH:31][C:30]3[C:25](=[CH:26][CH:27]=[CH:28][CH:29]=3)[CH:24]=2)[N:17]([C:33]2[CH:38]=[CH:37][CH:36]=[CH:35][C:34]=2[Cl:39])[N:16]=1)=[O:14]. The catalyst class is: 1.